From a dataset of NCI-60 drug combinations with 297,098 pairs across 59 cell lines. Regression. Given two drug SMILES strings and cell line genomic features, predict the synergy score measuring deviation from expected non-interaction effect. (1) Drug 1: CC=C1C(=O)NC(C(=O)OC2CC(=O)NC(C(=O)NC(CSSCCC=C2)C(=O)N1)C(C)C)C(C)C. Drug 2: C1CC(=O)NC(=O)C1N2C(=O)C3=CC=CC=C3C2=O. Cell line: SW-620. Synergy scores: CSS=51.8, Synergy_ZIP=-1.03, Synergy_Bliss=-4.22, Synergy_Loewe=-63.0, Synergy_HSA=-3.02. (2) Drug 1: CS(=O)(=O)C1=CC(=C(C=C1)C(=O)NC2=CC(=C(C=C2)Cl)C3=CC=CC=N3)Cl. Drug 2: COCCOC1=C(C=C2C(=C1)C(=NC=N2)NC3=CC=CC(=C3)C#C)OCCOC.Cl. Cell line: OVCAR-5. Synergy scores: CSS=22.6, Synergy_ZIP=-0.541, Synergy_Bliss=6.56, Synergy_Loewe=5.37, Synergy_HSA=7.36. (3) Drug 1: C1CC(=O)NC(=O)C1N2CC3=C(C2=O)C=CC=C3N. Drug 2: CC1CCCC2(C(O2)CC(NC(=O)CC(C(C(=O)C(C1O)C)(C)C)O)C(=CC3=CSC(=N3)C)C)C. Cell line: SNB-19. Synergy scores: CSS=6.97, Synergy_ZIP=-1.39, Synergy_Bliss=-0.297, Synergy_Loewe=1.17, Synergy_HSA=-0.129. (4) Cell line: MDA-MB-435. Synergy scores: CSS=-1.34, Synergy_ZIP=0.0107, Synergy_Bliss=-2.02, Synergy_Loewe=-0.911, Synergy_HSA=-3.76. Drug 1: CN1C(=O)N2C=NC(=C2N=N1)C(=O)N. Drug 2: CN1C2=C(C=C(C=C2)N(CCCl)CCCl)N=C1CCCC(=O)O.Cl. (5) Drug 1: C1=CC(=CC=C1CC(C(=O)O)N)N(CCCl)CCCl.Cl. Drug 2: CN(CC1=CN=C2C(=N1)C(=NC(=N2)N)N)C3=CC=C(C=C3)C(=O)NC(CCC(=O)O)C(=O)O. Cell line: MOLT-4. Synergy scores: CSS=53.1, Synergy_ZIP=-2.18, Synergy_Bliss=-0.0871, Synergy_Loewe=-9.05, Synergy_HSA=-0.347. (6) Drug 1: C1=NC2=C(N1)C(=S)N=C(N2)N. Drug 2: C1=CC(=CC=C1C#N)C(C2=CC=C(C=C2)C#N)N3C=NC=N3. Cell line: U251. Synergy scores: CSS=20.9, Synergy_ZIP=-7.85, Synergy_Bliss=-4.54, Synergy_Loewe=-10.7, Synergy_HSA=-4.76.